Task: Predict the reaction yield, written as a fraction of the theoretical maximum amount of product (1.0 means a 100% yield; for example, 0.34 means a 34% yield).. Dataset: Reaction yield outcomes from USPTO patents with 853,638 reactions (1) The reactants are [ClH:1].Cl.Cl.[CH2:4]([N:6]([CH2:20]/[CH:21]=[CH:22]/[C:23]1[CH:24]=[C:25]([CH:29]=[CH:30][CH:31]=1)[C:26]([NH2:28])=[NH:27])[C:7]1[CH:12]=[CH:11][C:10]([O:13][CH:14]2[CH2:19][CH2:18][NH:17][CH2:16][CH2:15]2)=[CH:9][CH:8]=1)[CH3:5].Cl.[C:33](=[NH:38])(OCC)[CH3:34].C(N(CC)CC)C.Cl. The catalyst is CO.O1CCOCC1. The product is [ClH:1].[ClH:1].[ClH:1].[C:33]([N:17]1[CH2:16][CH2:15][CH:14]([O:13][C:10]2[CH:11]=[CH:12][C:7]([N:6]([CH2:20]/[CH:21]=[CH:22]/[C:23]3[CH:24]=[C:25]([CH:29]=[CH:30][CH:31]=3)[C:26]([NH2:28])=[NH:27])[CH2:4][CH3:5])=[CH:8][CH:9]=2)[CH2:19][CH2:18]1)(=[NH:38])[CH3:34]. The yield is 0.630. (2) No catalyst specified. The reactants are C[C@:2]1([C:34]([OH:36])=[O:35])[CH2:7][CH2:6][C@:5](O)([C:8]2[S:9][C:10]([C:13]3[CH:18]=[C:17]([NH:19][C:20]4[N:25]=[C:24]([C:26]([F:29])([F:28])[F:27])[CH:23]=[CH:22][N:21]=4)[CH:16]=[C:15]([CH3:30])[CH:14]=3)=[CH:11][N:12]=2)[CH2:4][C:3]1([CH3:33])[CH3:32].O=P12OP3(OP(OP(O3)(O1)=O)(=O)O2)=O.[C:51](=O)(O)[O-].[Na+]. The product is [CH3:32][C:3]1([CH3:33])[CH:4]=[C:5]([C:8]2[S:9][C:10]([C:13]3[CH:18]=[C:17]([NH:19][C:20]4[N:25]=[C:24]([C:26]([F:27])([F:29])[F:28])[CH:23]=[CH:22][N:21]=4)[CH:16]=[C:15]([CH3:30])[CH:14]=3)=[CH:11][N:12]=2)[CH2:6][CH2:7][CH:2]1[C:34]([O:36][CH3:51])=[O:35]. The yield is 0.730.